From a dataset of Reaction yield outcomes from USPTO patents with 853,638 reactions. Predict the reaction yield, written as a fraction of the theoretical maximum amount of product (1.0 means a 100% yield; for example, 0.34 means a 34% yield). (1) The reactants are [OH-].[Na+:2].[OH:3][C:4]1[CH:9]=[CH:8][CH:7]=[CH:6][C:5]=1[C:10]1[N:11]=[C:12]([CH2:15][CH2:16][CH2:17][CH2:18][C:19]([OH:21])=[O:20])[O:13][CH:14]=1. The product is [Na+:2].[Na+:2].[OH:3][C:4]1[CH:9]=[CH:8][CH:7]=[CH:6][C:5]=1[C:10]1[N:11]=[C:12]([CH2:15][CH2:16][CH2:17][CH2:18][C:19]([O-:21])=[O:20])[O:13][CH:14]=1.[OH:3][C:4]1[CH:9]=[CH:8][CH:7]=[CH:6][C:5]=1[C:10]1[N:11]=[C:12]([CH2:15][CH2:16][CH2:17][CH2:18][C:19]([O-:21])=[O:20])[O:13][CH:14]=1. The catalyst is O. The yield is 1.00. (2) The reactants are [CH3:1][O:2][C:3]1[C:12]([NH:13][C:14](=[O:22])OC2C=CC=CC=2)=[N:11][C:10]2[C:5](=[CH:6][CH:7]=[CH:8][CH:9]=2)[N:4]=1.[CH2:23]([C:25]1[CH:30]=[CH:29][CH:28]=[CH:27][C:26]=1[N:31]1[CH2:36][CH2:35][NH:34][CH2:33][CH2:32]1)[CH3:24]. No catalyst specified. The product is [CH3:1][O:2][C:3]1[C:12]([NH:13][C:14]([N:34]2[CH2:35][CH2:36][N:31]([C:26]3[CH:27]=[CH:28][CH:29]=[CH:30][C:25]=3[CH2:23][CH3:24])[CH2:32][CH2:33]2)=[O:22])=[N:11][C:10]2[C:5](=[CH:6][CH:7]=[CH:8][CH:9]=2)[N:4]=1. The yield is 0.750.